From a dataset of Experimentally validated miRNA-target interactions with 360,000+ pairs, plus equal number of negative samples. Binary Classification. Given a miRNA mature sequence and a target amino acid sequence, predict their likelihood of interaction. (1) The miRNA is hsa-miR-203a-3p with sequence GUGAAAUGUUUAGGACCACUAG. The protein sequence of the target gene is MGAPTLPPAWQPFLKDHRISTFKNWPFLEGCACTPERMAEAGFIHCPTENEPDLAQCFFCFKELEGWEPDDDPIEEHKKHSSGCAFLSVKKQFEELTLGEFLKLDRERAKNKIAKETNNKKKEFEETAKKVRRAIEQLAAMD. Result: 1 (interaction). (2) The miRNA is dre-miR-219-5p with sequence UGAUUGUCCAAACGCAAUUCUU. The protein sequence of the target gene is MGKQNSKLRPEVLQDLREHTEFTDHELQEWYKGFLKDCPTGHLTVDEFKKIYANFFPYGDASKFAEHVFRTFDTNSDGTIDFREFIIALSVTSRGKLEQKLKWAFSMYDLDGNGYISRSEMLEIVQAIYKMVSSVMKMPEDESTPEKRTDKIFRQMDTNNDGKLSLEEFIKGAKSDPSIVRLLQCDPSSASQF. Result: 0 (no interaction). (3) The miRNA is hsa-miR-6741-3p with sequence UCGGCUCUCUCCCUCACCCUAG. The protein sequence of the target gene is MTMFKEAVTFKDVAVVFTEEELGLLDVSQRKLYRDVMLENFRNLLSVGHQLSHRDTFHFQREEKFWIMETATQREGNSGGKIQTELESVPETGPHEEWSCQQIWEQTASELTRPQDSISSSQFSTQGDVPSQVDAGLSIIHIGETPSEHGKCKKFFSDVSILDLHQQLHSGKISHTCNEYRKRFCYSSALCLHQKVHMGEKRYKCDVCSKAFSQNSQLQTHQRIHTGEKPFKCEQCGKSFSRRSGMYVHCKLHTGEKPHICEECGKAFIHNSQLREHQRIHTGEKPFKCYICGKSFHSRS.... Result: 1 (interaction). (4) The miRNA is hsa-miR-211-5p with sequence UUCCCUUUGUCAUCCUUCGCCU. The protein sequence of the target gene is MCAERLGQFMTLALVLATFDPARGTDATNPPEGPQDRSSQQKGRLSLQNTAEIQHCLVNAGDVGCGVFECFENNSCEIRGLHGICMTFLHNAGKFDAQGKSFIKDALKCKAHALRHRFGCISRKCPAIREMVSQLQRECYLKHDLCAAAQENTRVIVEMIHFKDLLLHEPYVDLVNLLLTCGEEVKEAITHSVQVQCEQNWGSLCSILSFCTSAIQKPPTAPPERQPQVDRTKLSRAHHGEAGHHLPEPSSRETGRGAKGERGSKSHPNAHARGRVGGLGAQGPSGSSEWEDEQSEYSDI.... Result: 1 (interaction). (5) The miRNA is hsa-miR-519e-5p with sequence UUCUCCAAAAGGGAGCACUUUC. The protein sequence of the target gene is MMHLAFLVLLCLPVCSAYPLSGAAKEEDSNKDLAQQYLEKYYNLEKDVKQFRRKDSNLIVKKIQGMQKFLGLEVTGKLDTDTLEVMRKPRCGVPDVGHFSSFPGMPKWRKTHLTYRIVNYTPDLPRDAVDSAIEKALKVWEEVTPLTFSRLYEGEADIMISFAVKEHGDFYSFDGPGHSLAHAYPPGPGLYGDIHFDDDEKWTEDASGTNLFLVAAHELGHSLGLFHSANTEALMYPLYNSFTELAQFRLSQDDVNGIQSLYGPPPASTEEPLVPTKSVPSGSEMPAKCDPALSFDAIST.... Result: 0 (no interaction). (6) The miRNA is hsa-miR-935 with sequence CCAGUUACCGCUUCCGCUACCGC. The protein sequence of the target gene is MATGANATPLDFPSKKRKRSRWNQDTMEQKTVIPGMPTVIPPGLTREQERAYIVQLQIEDLTRKLRTGDLGIPPNPEDRSPSPEPIYNSEGKRLNTREFRTRKKLEEERHNLITEMVALNPDFKPPADYKPPATRVSDKVMIPQDEYPEINFVGLLIGPRGNTLKNIEKECNAKIMIRGKGSVKEGKVGRKDGQMLPGEDEPLHALVTANTMENVKKAVEQIRNILKQGIETPEDQNDLRKMQLRELARLNGTLREDDNRILRPWQSSETRSITNTTVCTKCGGAGHIASDCKFQRPGDP.... Result: 1 (interaction). (7) The miRNA is mmu-miR-5114 with sequence ACUGGAGACGGAAGCUGCAAGA. The protein sequence of the target gene is MNGDNASSAADRAGGPAATPVPIPIGWQRCVREGAVYYISPSGTELSSLEQTRSYLLSDGTCKCGLECPLNVPKVFNFDPLAPVTPGGAGVGPASEEDMTKLCNHRRKAVAMATLYRSMETTCSHSSPGEGASPQMFHTVSPGPPSVRPPCRAPPTTPLNGGPGSIPQDPPSVPQAFPPLTGPAGLFPPPRLPDPVPSAGSSSPCFLPRGNAPSPAPPPPPAISLNAPSYNWGASLRSNLVPSDLGSPPAPHASSSPPSDSPLFHCSDALTSPPLPPSNNPPGPPGPPGPATQPPVSSAT.... Result: 0 (no interaction).